This data is from Catalyst prediction with 721,799 reactions and 888 catalyst types from USPTO. The task is: Predict which catalyst facilitates the given reaction. (1) Reactant: [C:1]1([C@H:7]([N:9]2[CH2:15][CH2:14][C@@H:13]3[CH2:16][C@H:10]2[C:11](=O)[O:12]3)[CH3:8])[CH:6]=[CH:5][CH:4]=[CH:3][CH:2]=1.CCC(C)[BH-](C(C)CC)C(C)CC.[Li+].[CH3:32][O:33][C:34]([CH2:36]P(OC)(OC)=O)=[O:35].Cl. Product: [CH3:32][O:33][C:34](=[O:35])/[CH:36]=[CH:11]/[C@@H:10]1[CH2:16][C@H:13]([OH:12])[CH2:14][CH2:15][N:9]1[C@@H:7]([C:1]1[CH:6]=[CH:5][CH:4]=[CH:3][CH:2]=1)[CH3:8]. The catalyst class is: 20. (2) The catalyst class is: 2. Product: [ClH:13].[Cl:13][C:14]1[CH:33]=[CH:32][C:17]([NH:18][C:19]2[C:28]3[C:23](=[CH:24][CH:25]=[C:26]([O:29][CH3:30])[CH:27]=3)[N:22]=[CH:21][N:20]=2)=[C:16]([F:34])[CH:15]=1. Reactant: N(C(OCC)=O)=NC(OCC)=O.[Cl:13][C:14]1[CH:33]=[CH:32][C:17]([NH:18][C:19]2[C:28]3[C:23](=[CH:24][C:25](O)=[C:26]([O:29][CH3:30])[CH:27]=3)[N:22]=[CH:21][N:20]=2)=[C:16]([F:34])[CH:15]=1.C1(P(C2C=CC=CC=2)C2C=CC=CC=2)C=CC=CC=1.OCCCN1CCC[C@H]1C(N)=O. (3) The catalyst class is: 215. Reactant: [H-].[Na+].[CH:3](=[N:10][CH:11]([CH2:17][CH2:18][CH2:19][CH3:20])[C:12]([O:14][CH2:15][CH3:16])=[O:13])[C:4]1[CH:9]=[CH:8][CH:7]=[CH:6][CH:5]=1.O.[Cl-].[NH4+]. Product: [CH:3](=[N:10][C:11]([CH2:3][CH2:4][CH2:5][CH3:6])([CH2:17][CH2:18][CH2:19][CH3:20])[C:12]([O:14][CH2:15][CH3:16])=[O:13])[C:4]1[CH:9]=[CH:8][CH:7]=[CH:6][CH:5]=1.